Dataset: NCI-60 drug combinations with 297,098 pairs across 59 cell lines. Task: Regression. Given two drug SMILES strings and cell line genomic features, predict the synergy score measuring deviation from expected non-interaction effect. (1) Drug 1: C1CN(P(=O)(OC1)NCCCl)CCCl. Drug 2: COCCOC1=C(C=C2C(=C1)C(=NC=N2)NC3=CC=CC(=C3)C#C)OCCOC.Cl. Cell line: NCI-H322M. Synergy scores: CSS=36.7, Synergy_ZIP=10.2, Synergy_Bliss=5.59, Synergy_Loewe=-18.1, Synergy_HSA=7.03. (2) Drug 1: CC1=C2C(C(=O)C3(C(CC4C(C3C(C(C2(C)C)(CC1OC(=O)C(C(C5=CC=CC=C5)NC(=O)C6=CC=CC=C6)O)O)OC(=O)C7=CC=CC=C7)(CO4)OC(=O)C)O)C)OC(=O)C. Drug 2: CC(C)CN1C=NC2=C1C3=CC=CC=C3N=C2N. Cell line: BT-549. Synergy scores: CSS=51.3, Synergy_ZIP=8.78, Synergy_Bliss=5.71, Synergy_Loewe=-1.88, Synergy_HSA=4.20. (3) Cell line: A498. Drug 2: C1=NNC2=C1C(=O)NC=N2. Synergy scores: CSS=16.1, Synergy_ZIP=-3.58, Synergy_Bliss=2.88, Synergy_Loewe=-24.0, Synergy_HSA=0.533. Drug 1: CC1CCC2CC(C(=CC=CC=CC(CC(C(=O)C(C(C(=CC(C(=O)CC(OC(=O)C3CCCCN3C(=O)C(=O)C1(O2)O)C(C)CC4CCC(C(C4)OC)O)C)C)O)OC)C)C)C)OC.